Dataset: Forward reaction prediction with 1.9M reactions from USPTO patents (1976-2016). Task: Predict the product of the given reaction. (1) Given the reactants Cl.[CH2:2]([O:9][C:10](=[O:16])[C@H:11]1[CH2:15][CH2:14][CH2:13][NH:12]1)[C:3]1[CH:8]=[CH:7][CH:6]=[CH:5][CH:4]=1.[C:17]1([C:26]([OH:28])=O)[CH:22]=[CH:21][C:20]([C:23]([OH:25])=O)=[CH:19][CH:18]=1, predict the reaction product. The product is: [CH2:2]([O:9][C:10]([C@H:11]1[CH2:15][CH2:14][CH2:13][N:12]1[C:26](=[O:28])[C:17]1[CH:18]=[CH:19][C:20]([C:23]([N:12]2[CH2:13][CH2:14][CH2:15][C@@H:11]2[C:10]([O:9][CH2:2][C:3]2[CH:8]=[CH:7][CH:6]=[CH:5][CH:4]=2)=[O:16])=[O:25])=[CH:21][CH:22]=1)=[O:16])[C:3]1[CH:4]=[CH:5][CH:6]=[CH:7][CH:8]=1. (2) Given the reactants C[N:2](C)/[CH:3]=[CH:4]/[C:5]([C:7]1[C:12](=[O:13])[CH:11]=[CH:10][N:9]([C:14]2[CH:19]=[CH:18][CH:17]=[C:16]([O:20][C:21]([F:24])([F:23])[F:22])[CH:15]=2)[N:8]=1)=O.[C:26]1([NH:36]N)[C:35]2[CH2:34][CH2:33][CH2:32][CH2:31][C:30]=2[CH:29]=[CH:28][N:27]=1.C1(N)C2CCCCC=2C=CN=1.N([O-])=O.[Na+].[Sn](Cl)Cl, predict the reaction product. The product is: [C:26]1([N:36]2[C:5]([C:7]3[C:12](=[O:13])[CH:11]=[CH:10][N:9]([C:14]4[CH:19]=[CH:18][CH:17]=[C:16]([O:20][C:21]([F:24])([F:23])[F:22])[CH:15]=4)[N:8]=3)=[CH:4][CH:3]=[N:2]2)[C:35]2[CH2:34][CH2:33][CH2:32][CH2:31][C:30]=2[CH:29]=[CH:28][N:27]=1.